Dataset: Full USPTO retrosynthesis dataset with 1.9M reactions from patents (1976-2016). Task: Predict the reactants needed to synthesize the given product. (1) Given the product [F:20][CH:3]([F:2])[C:4]1[N:5]=[CH:6][N:7]([C:9]2[CH:14]=[CH:13][C:12]([NH:15][C:16]([NH2:1])=[S:17])=[CH:11][C:10]=2[O:18][CH3:19])[CH:8]=1, predict the reactants needed to synthesize it. The reactants are: [NH3:1].[F:2][CH:3]([F:20])[C:4]1[N:5]=[CH:6][N:7]([C:9]2[CH:14]=[CH:13][C:12]([N:15]=[C:16]=[S:17])=[CH:11][C:10]=2[O:18][CH3:19])[CH:8]=1. (2) The reactants are: I[C:2]1[CH:11]=[CH:10][C:5]([C:6]([O:8][CH3:9])=[O:7])=[CH:4][CH:3]=1.C([Mg]Cl)(C)C.[CH2:17]1[CH:21]2[CH2:22][C:23](=[O:24])[CH:19]([CH2:20]2)[CH2:18]1.[Cl-].[NH4+]. Given the product [OH:24][C:23]1([C:2]2[CH:11]=[CH:10][C:5]([C:6]([O:8][CH3:9])=[O:7])=[CH:4][CH:3]=2)[CH2:22][CH:21]2[CH2:20][CH:19]1[CH2:18][CH2:17]2, predict the reactants needed to synthesize it.